Dataset: Reaction yield outcomes from USPTO patents with 853,638 reactions. Task: Predict the reaction yield, written as a fraction of the theoretical maximum amount of product (1.0 means a 100% yield; for example, 0.34 means a 34% yield). (1) The reactants are [H-].[Na+].[C:3]([C:5]1[CH:6]=[C:7]2[C:11](=[CH:12][CH:13]=1)[NH:10][C:9](=[O:14])[CH2:8]2)#[N:4].Cl[C:16]1[CH:21]=[CH:20][C:19]([CH2:22][N:23]2[CH2:28][CH2:27][CH2:26][CH:25]([CH3:29])[CH2:24]2)=[CH:18][N+:17]=1[O-].Cl.P(Cl)(Cl)Cl. The catalyst is CN(C)C=O.C(OCC)(=O)C. The product is [OH:14][C:9]1[NH:10][C:11]2[C:7]([C:8]=1[C:16]1[CH:21]=[CH:20][C:19]([CH2:22][N:23]3[CH2:28][CH2:27][CH2:26][CH:25]([CH3:29])[CH2:24]3)=[CH:18][N:17]=1)=[CH:6][C:5]([C:3]#[N:4])=[CH:13][CH:12]=2. The yield is 0.0800. (2) The reactants are [C@@H:1]1([N:10]2C=CC(N)=NC2=O)[O:9][C@H:6]([CH2:7]O)[C@@H:4](O)[C@H:2]1O.[C:18](OC(=O)C1C=CC=CC=1)(=O)[C:19]1C=CC=CC=1. The catalyst is CN(C=O)C. The product is [C:1]([NH2:10])(=[O:9])[C:2]1[CH:4]=[CH:6][CH:7]=[CH:19][CH:18]=1. The yield is 0.983. (3) The reactants are [F:1][C:2]1[CH:3]=[C:4]2[C:8](=[CH:9][CH:10]=1)[NH:7][CH:6]=[C:5]2[CH:11]=[O:12].[CH2:13](OC(C1NC2C(C=1)=CC=CC=2)=O)[CH3:14]. No catalyst specified. The product is [CH2:13]([N:7]1[C:8]2[C:4](=[CH:3][C:2]([F:1])=[CH:10][CH:9]=2)[C:5]([CH:11]=[O:12])=[CH:6]1)[CH3:14]. The yield is 0.570. (4) The reactants are [F:1][C:2]1[N:10]=[C:9]2[C:5]([N:6]=[C:7]([CH2:11][C:12]3[C:20]([I:21])=[CH:19][C:15]4[O:16][CH2:17][O:18][C:14]=4[CH:13]=3)[NH:8]2)=[C:4]([NH2:22])[N:3]=1.Br[CH2:24][CH2:25][CH2:26][NH:27][C:28](=[O:34])[O:29][C:30]([CH3:33])([CH3:32])[CH3:31].C([O-])([O-])=O.[Cs+].[Cs+]. The catalyst is CN(C=O)C. The product is [NH2:22][C:4]1[N:3]=[C:2]([F:1])[N:10]=[C:9]2[C:5]=1[N:6]=[C:7]([CH2:11][C:12]1[C:20]([I:21])=[CH:19][C:15]3[O:16][CH2:17][O:18][C:14]=3[CH:13]=1)[N:8]2[CH2:24][CH2:25][CH2:26][NH:27][C:28](=[O:34])[O:29][C:30]([CH3:33])([CH3:32])[CH3:31]. The yield is 0.660. (5) The reactants are [CH2:1]1[CH2:5]O[CH2:3][CH2:2]1.[OH:6][C:7]12[CH2:16][CH:11]3[CH2:12][CH:13]([CH2:15][CH:9]([N:10]3[C:17]([O:19][C:20]([CH3:23])([CH3:22])[CH3:21])=[O:18])[CH2:8]1)[CH2:14]2.[H-].[K+].C1(CBr)CC1. The catalyst is CCOC(C)=O. The product is [CH:1]1([CH2:5][O:6][C:7]23[CH2:8][CH:9]4[CH2:15][CH:13]([CH2:12][CH:11]([N:10]4[C:17]([O:19][C:20]([CH3:23])([CH3:22])[CH3:21])=[O:18])[CH2:16]2)[CH2:14]3)[CH2:3][CH2:2]1. The yield is 0.800. (6) The reactants are C[N:2]=[C:3]=[O:4].[NH2:5][C:6]1[CH:11]=[CH:10][C:9]([C:12]2[CH:19]=[C:18](Cl)[C:15]([C:16]#[N:17])=[C:14]([C:21]3[CH:26]=[CH:25][C:24]([O:27][C:28]4[CH:33]=[CH:32][CH:31]=[CH:30][CH:29]=4)=[CH:23][CH:22]=3)[N:13]=2)=[CH:8][CH:7]=1.[NH2:34][NH2:35].C[N:37](C)C(=O)C. The catalyst is C1COCC1.O.CO. The product is [NH2:17][C:16]1[C:15]2[C:14]([C:21]3[CH:26]=[CH:25][C:24]([O:27][C:28]4[CH:33]=[CH:32][CH:31]=[CH:30][CH:29]=4)=[CH:23][CH:22]=3)=[N:13][C:12]([C:9]3[CH:10]=[CH:11][C:6]([NH:5][C:3]([NH:2][NH2:37])=[O:4])=[CH:7][CH:8]=3)=[CH:19][C:18]=2[NH:35][N:34]=1. The yield is 0.150. (7) The reactants are II.F[C:4](F)(F)[C:5]([O:7][C:8]1[C:13]([F:14])=[C:12]([F:15])[C:11]([F:16])=[C:10]([F:17])[C:9]=1[F:18])=[O:6].[CH:38]1[CH:39]=[CH:34]C(P([C:34]2[CH:39]=[CH:38][CH:37]=[CH:36]C=2)[C:38]2[CH:39]=[CH:34]C=[CH:36][CH:37]=2)=[CH:36][CH:37]=1.[NH:40]1[CH:44]=CN=C1. The catalyst is C(#N)C.C(OCC)C. The product is [C:44]([C:39]1[CH:34]=[C:4]([CH:36]=[CH:37][C:38]=1[O:7][CH:8]([CH3:13])[CH3:9])[C:5]([O:7][C:8]1[C:13]([F:14])=[C:12]([F:15])[C:11]([F:16])=[C:10]([F:17])[C:9]=1[F:18])=[O:6])#[N:40]. The yield is 0.920. (8) The reactants are [CH3:1][N:2]([CH3:23])[CH2:3][CH2:4][O:5][C:6]1[C:11]([C:12]2[CH:17]=[CH:16][C:15]([S:18]([CH3:20])=[O:19])=[CH:14][CH:13]=2)=[CH:10][C:9]([CH:21]=O)=[CH:8][CH:7]=1.BrC1N=C(C2[NH:32][C:33](=[O:45])[C:34]3[C:39](C=2)=[CH:38][C:37]([O:41][CH3:42])=[CH:36][C:35]=3[O:43][CH3:44])C=CC=1.CC1C=CC(S(O)(=O)=O)=CC=1.OS([O-])=O.[Na+].CC([N:65](C)C)=O. No catalyst specified. The product is [CH3:1][N:2]([CH3:23])[CH2:3][CH2:4][O:5][C:6]1[C:11]([C:12]2[CH:17]=[CH:16][C:15]([S:18]([CH3:20])=[O:19])=[CH:14][CH:13]=2)=[CH:10][C:9]([C:21]2[NH:32][C:33](=[O:45])[C:34]3[C:39](=[CH:38][C:37]([O:41][CH3:42])=[CH:36][C:35]=3[O:43][CH3:44])[N:65]=2)=[CH:8][CH:7]=1. The yield is 0.460. (9) The reactants are [Cl-].O[NH3+:3].[C:4](=[O:7])([O-])[OH:5].[Na+].CS(C)=O.[CH:13]1([C:16]([OH:54])([CH3:53])[CH2:17][O:18][C@H:19]2[CH2:24][CH2:23][C@H:22]([N:25]3[C:30](=[O:31])[C:29]([CH2:32][C:33]4[CH:38]=[CH:37][C:36]([C:39]5[C:40]([C:45]#[N:46])=[CH:41][CH:42]=[CH:43][CH:44]=5)=[CH:35][CH:34]=4)=[C:28]([CH2:47][CH2:48][CH3:49])[N:27]4[N:50]=[CH:51][CH:52]=[C:26]34)[CH2:21][CH2:20]2)[CH2:15][CH2:14]1. The catalyst is C(OCC)(=O)C. The product is [CH:13]1([C:16]([OH:54])([CH3:53])[CH2:17][O:18][C@H:19]2[CH2:20][CH2:21][C@H:22]([N:25]3[C:30](=[O:31])[C:29]([CH2:32][C:33]4[CH:34]=[CH:35][C:36]([C:39]5[CH:44]=[CH:43][CH:42]=[CH:41][C:40]=5[C:45]5[NH:3][C:4](=[O:7])[O:5][N:46]=5)=[CH:37][CH:38]=4)=[C:28]([CH2:47][CH2:48][CH3:49])[N:27]4[N:50]=[CH:51][CH:52]=[C:26]34)[CH2:23][CH2:24]2)[CH2:14][CH2:15]1. The yield is 0.520.